Predict the product of the given reaction. From a dataset of Forward reaction prediction with 1.9M reactions from USPTO patents (1976-2016). (1) Given the reactants [Br:1][C:2]1[CH:7]=[CH:6][C:5]([O:8][CH2:9][CH:10](OCC)OCC)=[CH:4][CH:3]=1, predict the reaction product. The product is: [Br:1][C:2]1[CH:3]=[CH:4][C:5]2[O:8][CH:9]=[CH:10][C:6]=2[CH:7]=1. (2) Given the reactants [OH:1][CH:2]([CH3:9])[C:3](=[CH2:8])[C:4]([O:6][CH3:7])=[O:5].Br[C:11]1[CH:16]=[CH:15][C:14]([CH2:17][C:18]#[N:19])=[CH:13][CH:12]=1.C(N(CC)CC)C, predict the reaction product. The product is: [C:18]([CH2:17][C:14]1[CH:15]=[CH:16][C:11]([CH2:8][CH:3]([C:2](=[O:1])[CH3:9])[C:4]([O:6][CH3:7])=[O:5])=[CH:12][CH:13]=1)#[N:19]. (3) Given the reactants [CH2:1]([C:3]1[CH:4]=[N:5][C:6]([N:9]2[CH2:14][CH2:13][CH:12]([N:15]3[CH:19]=[C:18]([CH2:20][OH:21])[C:17]([C:22]([F:25])([F:24])[F:23])=[N:16]3)[CH2:11][CH2:10]2)=[N:7][CH:8]=1)[CH3:2].C(OC(N1CCC(N2C=NC(C[O:45][S:46]([CH3:49])(=O)=[O:47])=N2)CC1)=O)(C)(C)C, predict the reaction product. The product is: [CH3:49][S:46]([O:21][CH2:20][C:18]1[C:17]([C:22]([F:25])([F:24])[F:23])=[N:16][N:15]([CH:12]2[CH2:11][CH2:10][N:9]([C:6]3[N:7]=[CH:8][C:3]([CH2:1][CH3:2])=[CH:4][N:5]=3)[CH2:14][CH2:13]2)[CH:19]=1)(=[O:47])=[O:45]. (4) Given the reactants [CH3:1][C:2]1[CH:7]=[C:6](N2CCOCC2)[CH:5]=[C:4]([CH3:14])[C:3]=1[NH:15][C:16](=[O:22])[CH2:17][C:18]([CH3:21])([CH3:20])[CH3:19].[Br:23]C1C=C(C)C(N)=C(C)C=1.CC(C)(C)CC(Cl)=O.C([O-])([O-])=O.[Na+].[Na+], predict the reaction product. The product is: [Br:23][C:6]1[CH:7]=[C:2]([CH3:1])[C:3]([NH:15][C:16](=[O:22])[CH2:17][C:18]([CH3:21])([CH3:20])[CH3:19])=[C:4]([CH3:14])[CH:5]=1. (5) Given the reactants [CH:1]([O:4][C:5]1[CH:6]=[C:7]([C:11]2[C:12]3[O:19][C:18]([CH:20]=O)=[CH:17][C:13]=3[CH:14]=[N:15][CH:16]=2)[CH:8]=[CH:9][CH:10]=1)([CH3:3])[CH3:2].[CH2:22]1[S:28][C:26](=[O:27])[NH:25][C:23]1=[O:24].NCCC(O)=O, predict the reaction product. The product is: [CH:1]([O:4][C:5]1[CH:6]=[C:7]([C:11]2[C:12]3[O:19][C:18](/[CH:20]=[C:22]4/[C:23](=[O:24])[NH:25][C:26](=[O:27])[S:28]/4)=[CH:17][C:13]=3[CH:14]=[N:15][CH:16]=2)[CH:8]=[CH:9][CH:10]=1)([CH3:2])[CH3:3]. (6) Given the reactants [Cl:1][C:2]1[CH:7]=[CH:6][CH:5]=[C:4]([Cl:8])[C:3]=1[C:9]1[C:13]([CH2:14][O:15][C:16]2[CH:21]=[CH:20][C:19]([C:22]3[CH:23]=[C:24]4[C:29](=[CH:30][CH:31]=3)[N:28]=[C:27]([C:32]([OH:34])=[O:33])[CH:26]=[CH:25]4)=[CH:18][CH:17]=2)=[C:12]([CH:35]([CH3:37])[CH3:36])[O:11][N:10]=1.CC(C)([O-])C.[K+:43].C(O)CCC, predict the reaction product. The product is: [K+:43].[Cl:8][C:4]1[CH:5]=[CH:6][CH:7]=[C:2]([Cl:1])[C:3]=1[C:9]1[C:13]([CH2:14][O:15][C:16]2[CH:21]=[CH:20][C:19]([C:22]3[CH:23]=[C:24]4[C:29](=[CH:30][CH:31]=3)[N:28]=[C:27]([C:32]([O-:34])=[O:33])[CH:26]=[CH:25]4)=[CH:18][CH:17]=2)=[C:12]([CH:35]([CH3:37])[CH3:36])[O:11][N:10]=1. (7) The product is: [Cl:1][C:2]1[CH:18]=[CH:17][C:5]2[CH2:6][CH2:7][N:8]([C:11](=[O:16])[C:12]([F:15])([F:14])[F:13])[CH2:9][CH2:10][C:4]=2[C:3]=1[NH:37][CH:35]([C:30]1[CH:31]=[CH:32][C:33]([F:34])=[C:28]([Cl:27])[CH:29]=1)[CH3:36]. Given the reactants [Cl:1][C:2]1[CH:18]=[CH:17][C:5]2[CH2:6][CH2:7][N:8]([C:11](=[O:16])[C:12]([F:15])([F:14])[F:13])[CH2:9][CH2:10][C:4]=2[C:3]=1OS(C(F)(F)F)(=O)=O.[Cl:27][C:28]1[CH:29]=[C:30]([CH:35]([NH2:37])[CH3:36])[CH:31]=[CH:32][C:33]=1[F:34].FC1C=C2C(=CC=1)C(N)CC2, predict the reaction product. (8) The product is: [Cl:1][C:2]1[C:3]([O:22][CH2:21][CH:18]2[CH2:20][CH2:19]2)=[CH:4][C:5]([C:8]([OH:10])=[O:9])=[N:6][CH:7]=1. Given the reactants [Cl:1][C:2]1[C:3](I)=[CH:4][C:5]([C:8]([OH:10])=[O:9])=[N:6][CH:7]=1.CC(C)([O-])C.[K+].[CH:18]1([CH2:21][OH:22])[CH2:20][CH2:19]1.Cl, predict the reaction product. (9) Given the reactants [Br:1][C:2]1[C:11]2[C:10]([CH3:13])([CH3:12])[CH2:9][CH2:8][CH2:7][C:6]=2[CH:5]=[C:4]([C:14](=[O:16])[CH3:15])[C:3]=1[O:17][CH3:18].[BH4-].[Na+], predict the reaction product. The product is: [Br:1][C:2]1[C:11]2[C:10]([CH3:13])([CH3:12])[CH2:9][CH2:8][CH2:7][C:6]=2[CH:5]=[C:4]([CH:14]([OH:16])[CH3:15])[C:3]=1[O:17][CH3:18]. (10) Given the reactants [H-].[Na+].[C:3]([O:7][C:8]([N:10]1[CH2:13][CH:12]([CH2:14][OH:15])[CH2:11]1)=[O:9])([CH3:6])([CH3:5])[CH3:4].[CH3:16]I.O, predict the reaction product. The product is: [C:3]([O:7][C:8]([N:10]1[CH2:13][CH:12]([CH2:14][O:15][CH3:16])[CH2:11]1)=[O:9])([CH3:6])([CH3:5])[CH3:4].